This data is from Full USPTO retrosynthesis dataset with 1.9M reactions from patents (1976-2016). The task is: Predict the reactants needed to synthesize the given product. (1) Given the product [CH3:18][N:15]1[CH2:16][CH2:17][N:12]([C:5]2[CH:4]=[C:3]([OH:2])[C:8]([N+:9]([O-:11])=[O:10])=[CH:7][N:6]=2)[CH2:13][CH2:14]1, predict the reactants needed to synthesize it. The reactants are: C[O:2][C:3]1[C:8]([N+:9]([O-:11])=[O:10])=[CH:7][N:6]=[C:5]([N:12]2[CH2:17][CH2:16][N:15]([CH3:18])[CH2:14][CH2:13]2)[CH:4]=1.Br. (2) Given the product [Cl:23][C:20]1[C:9]([CH:4]=[O:5])=[CH:8][C:7]([CH3:12])=[CH:6][N:13]=1, predict the reactants needed to synthesize it. The reactants are: CN([CH:4]=[O:5])C.[CH2:6]([N:13](/C=C/C)C(=O)C)[C:7]1[CH:12]=CC=[CH:9][CH:8]=1.[C:20]([Cl:23])(Cl)=O.